Dataset: Full USPTO retrosynthesis dataset with 1.9M reactions from patents (1976-2016). Task: Predict the reactants needed to synthesize the given product. (1) Given the product [CH3:15][N:16]([CH3:18])[CH:17]=[CH:1][C:2]([C:4]1[CH:9]=[CH:8][CH:7]=[C:6]([N+:10]([O-:12])=[O:11])[CH:5]=1)=[O:3], predict the reactants needed to synthesize it. The reactants are: [CH3:1][C:2]([C:4]1[CH:9]=[CH:8][CH:7]=[C:6]([N+:10]([O-:12])=[O:11])[CH:5]=1)=[O:3].CO[CH:15](OC)[N:16]([CH3:18])[CH3:17]. (2) Given the product [N:1]1([CH2:6][C:7]23[CH2:15][CH:11]4[CH2:12][CH:13]([CH2:14]2)[C:9]([NH2:24])([CH2:10]4)[CH2:8]3)[CH:5]=[N:4][CH:3]=[N:2]1, predict the reactants needed to synthesize it. The reactants are: [N:1]1([CH2:6][C:7]23[CH2:15][CH:11]4[CH2:12][CH:13]([CH2:14]2)[C:9](C(O)=O)([CH2:10]4)[CH2:8]3)[CH:5]=[N:4][CH:3]=[N:2]1.OS(O)(=O)=O.[N-:24]=[N+]=[N-].[Na+]. (3) Given the product [CH2:1]([O:4][C:5]1[NH:9][N:8]=[C:7]([NH2:10])[CH:6]=1)[CH:2]=[CH2:3], predict the reactants needed to synthesize it. The reactants are: [CH2:1]([O:4][C:5]1[NH:9][N:8]=[C:7]([N:10]2C(=O)C3C(=CC=CC=3)C2=O)[CH:6]=1)[CH:2]=[CH2:3].NN. (4) Given the product [C:32]([C:23]1[CH:22]=[C:21]([SH:20]([CH:17]([CH3:18])[CH3:19])[S:20][C:21]2[CH:22]=[C:23]([C:32]([CH3:33])([CH3:34])[CH3:35])[C:24]([OH:31])=[C:25]([C:27]([CH3:30])([CH3:29])[CH3:28])[CH:26]=2)[CH:26]=[C:25]([C:27]([CH3:30])([CH3:28])[CH3:29])[C:24]=1[O:31][CH2:46][C@@H:41]([OH:40])[C@H:42]([OH:43])[CH2:44][OH:45])([CH3:33])([CH3:35])[CH3:34], predict the reactants needed to synthesize it. The reactants are: CC(C1C=C(S[C:17]([S:20][C:21]2[CH:26]=[C:25]([C:27]([CH3:30])([CH3:29])[CH3:28])[C:24]([OH:31])=[C:23]([C:32]([CH3:35])([CH3:34])[CH3:33])[CH:22]=2)([CH3:19])[CH3:18])C=C(C(C)(C)C)C=1O)(C)C.C(OC1[O:43][C@H:42]([CH2:44][OH:45])[C@@H:41]([CH2:46]O)[O:40]1)C. (5) Given the product [F:3][C:4]1[CH:12]=[C:11]2[C:7]([CH2:8][CH2:9][CH:10]2[N:13]2[CH2:18][CH2:17][CH2:16]/[C:15](=[CH:20]\[C:21]3[CH:26]=[CH:25][C:24]([N:27]4[CH:31]=[C:30]([CH3:32])[N:29]=[CH:28]4)=[C:23]([O:33][CH3:34])[CH:22]=3)/[C:14]2=[O:35])=[CH:6][CH:5]=1, predict the reactants needed to synthesize it. The reactants are: [H-].[Na+].[F:3][C:4]1[CH:12]=[C:11]2[C:7]([CH2:8][CH2:9][CH:10]2[NH:13][C:14](=[O:35])/[C:15](=[CH:20]/[C:21]2[CH:26]=[CH:25][C:24]([N:27]3[CH:31]=[C:30]([CH3:32])[N:29]=[CH:28]3)=[C:23]([O:33][CH3:34])[CH:22]=2)/[CH2:16][CH2:17][CH2:18]Cl)=[CH:6][CH:5]=1.C(=O)(O)[O-].[Na+].C(OCC)(=O)C. (6) Given the product [O:19]=[C:20]1[N:24]([CH2:25][C:26]([OH:28])=[O:27])[C:23]2[CH:33]=[CH:34][CH:35]=[CH:36][C:22]=2[N:21]1[C:37]1[CH:42]=[CH:41][N:40]=[CH:39][N:38]=1, predict the reactants needed to synthesize it. The reactants are: O=C1N(CC(OC(C)(C)C)=O)C2C=CC=CC=2N1.[O:19]=[C:20]1[N:24]([CH2:25][C:26]([O:28]C(C)(C)C)=[O:27])[C:23]2[CH:33]=[CH:34][CH:35]=[CH:36][C:22]=2[N:21]1[C:37]1[CH:42]=[CH:41][N:40]=[CH:39][N:38]=1. (7) Given the product [Br:1][C:2]1[C:14]2[C:13]3[CH:12]=[CH:11][C:10]([C:15]4[C:20]([F:21])=[CH:19][CH:18]=[C:17]([NH:22][S:23]([CH2:26][CH2:27][CH3:28])(=[O:25])=[O:24])[C:16]=4[Cl:29])=[CH:9][C:8]=3[CH:7]=[N:6][C:5]=2[N:4]([C:37]([O:39][C:40]([CH3:43])([CH3:42])[CH3:41])=[O:38])[N:3]=1, predict the reactants needed to synthesize it. The reactants are: [Br:1][C:2]1[C:14]2[C:13]3[CH:12]=[CH:11][C:10]([C:15]4[C:16]([Cl:29])=[C:17]([NH:22][S:23]([CH2:26][CH2:27][CH3:28])(=[O:25])=[O:24])[CH:18]=[CH:19][C:20]=4[F:21])=[CH:9][C:8]=3[CH:7]=[N:6][C:5]=2[NH:4][N:3]=1.C(N(CC)CC)C.[C:37](O[C:37]([O:39][C:40]([CH3:43])([CH3:42])[CH3:41])=[O:38])([O:39][C:40]([CH3:43])([CH3:42])[CH3:41])=[O:38].